The task is: Predict the product of the given reaction.. This data is from Forward reaction prediction with 1.9M reactions from USPTO patents (1976-2016). (1) Given the reactants [CH2:1]([O-:3])C.[Na+].[I:5][C:6]1[C:7](Cl)=[N:8][C:9]([Cl:12])=[N:10][CH:11]=1.O, predict the reaction product. The product is: [Cl:12][C:9]1[N:8]=[C:7]([O:3][CH3:1])[C:6]([I:5])=[CH:11][N:10]=1. (2) Given the reactants Br[C:2]1[CH:3]=[C:4]2[C:8](=[CH:9][CH:10]=1)[NH:7][C:6](=[O:11])[CH2:5]2.[Cl:12][C:13]1[CH:14]=[C:15](B(O)O)[CH:16]=[CH:17][CH:18]=1.C(=O)([O-])[O-].[Na+].[Na+], predict the reaction product. The product is: [Cl:12][C:13]1[CH:18]=[C:17]([C:2]2[CH:3]=[C:4]3[C:8](=[CH:9][CH:10]=2)[NH:7][C:6](=[O:11])[CH2:5]3)[CH:16]=[CH:15][CH:14]=1. (3) Given the reactants [Cl-].O[NH3+:3].[C:4](=[O:7])([O-])[OH:5].[Na+].CS(C)=O.[F:13][C:14]1[CH:19]=[CH:18][C:17]([N:20]2[C:25](=[O:26])[C:24]([CH2:27][C:28]3[CH:33]=[CH:32][C:31]([C:34]4[C:35]([C:40]#[N:41])=[CH:36][CH:37]=[CH:38][CH:39]=4)=[CH:30][CH:29]=3)=[C:23]([CH2:42][CH2:43][CH3:44])[N:22]=[C:21]2[CH3:45])=[CH:16][CH:15]=1, predict the reaction product. The product is: [F:13][C:14]1[CH:15]=[CH:16][C:17]([N:20]2[C:25](=[O:26])[C:24]([CH2:27][C:28]3[CH:33]=[CH:32][C:31]([C:34]4[CH:39]=[CH:38][CH:37]=[CH:36][C:35]=4[C:40]4[NH:3][C:4](=[O:7])[O:5][N:41]=4)=[CH:30][CH:29]=3)=[C:23]([CH2:42][CH2:43][CH3:44])[N:22]=[C:21]2[CH3:45])=[CH:18][CH:19]=1. (4) Given the reactants [CH:1]1[C:13]2[NH:12][C:11]3[C:6](=[CH:7][CH:8]=[CH:9][CH:10]=3)[C:5]=2[CH:4]=[CH:3][CH:2]=1.Br[C:15]1[CH:20]=[CH:19][CH:18]=[C:17]([Cl:21])[CH:16]=1.CC(C)([O-])C.[Na+], predict the reaction product. The product is: [Cl:21][C:17]1[CH:16]=[C:15]([N:12]2[C:11]3[CH:10]=[CH:9][CH:8]=[CH:7][C:6]=3[C:5]3[C:13]2=[CH:1][CH:2]=[CH:3][CH:4]=3)[CH:20]=[CH:19][CH:18]=1.